Dataset: Full USPTO retrosynthesis dataset with 1.9M reactions from patents (1976-2016). Task: Predict the reactants needed to synthesize the given product. Given the product [F:1][C:2]1[CH:3]=[C:4]2[C:12](=[CH:13][CH:14]=1)[NH:11][C:10]1[CH2:9][CH2:8][C@@H:7]([NH2:15])[CH2:6][C:5]2=1, predict the reactants needed to synthesize it. The reactants are: [F:1][C:2]1[CH:3]=[C:4]2[C:12](=[CH:13][CH:14]=1)[NH:11][C:10]1[CH2:9][CH2:8][C@H:7]([NH2:15])[CH2:6][C:5]2=1.FC1C=C2C(=CC=1)NC1CC[C@@H](N[C@H](C3C=CC=CC=3)C)CC2=1.